Dataset: Full USPTO retrosynthesis dataset with 1.9M reactions from patents (1976-2016). Task: Predict the reactants needed to synthesize the given product. (1) Given the product [NH2:19][C:13]1[N:12]=[C:11]([O:20][CH:21]2[CH2:22][CH2:23][CH2:24][CH2:25][CH2:26]2)[N:10]=[C:9]2[C:14]=1[NH:15][C:16](=[O:17])[N:8]2[CH2:7][CH2:6][CH2:5][CH2:4][N:36]1[CH2:41][CH2:40][CH2:39][CH2:38][CH2:37]1, predict the reactants needed to synthesize it. The reactants are: [I-].[Na+].Cl[CH2:4][CH2:5][CH2:6][CH2:7][N:8]1[C:16]([O:17]C)=[N:15][C:14]2[C:9]1=[N:10][C:11]([O:20][CH:21]1[CH2:26][CH2:25][CH2:24][CH2:23][CH2:22]1)=[N:12][C:13]=2[NH2:19].C(N(CC)C(C)C)(C)C.[NH:36]1[CH2:41][CH2:40][CH2:39][CH2:38][CH2:37]1.[Cl-]. (2) Given the product [CH:13]([N:11]1[CH:12]=[C:8]([C:6]2[CH:5]=[CH:4][N:3]=[C:2]([C:27]#[C:26][CH:23]3[CH2:25][CH2:24]3)[CH:7]=2)[C:9]([C:17]2[S:18][C:19]([Cl:22])=[CH:20][CH:21]=2)=[N:10]1)([CH2:15][CH3:16])[CH3:14], predict the reactants needed to synthesize it. The reactants are: Br[C:2]1[CH:7]=[C:6]([C:8]2[C:9]([C:17]3[S:18][C:19]([Cl:22])=[CH:20][CH:21]=3)=[N:10][N:11]([CH:13]([CH2:15][CH3:16])[CH3:14])[CH:12]=2)[CH:5]=[CH:4][N:3]=1.[CH:23]1([C:26]#[CH:27])[CH2:25][CH2:24]1.C(N(CC)C(C)C)(C)C. (3) Given the product [F:1][C:2]1[C:7]([CH3:8])=[CH:6][CH:5]=[CH:4][C:3]=1[O:9][C:18]1[C:27]2[C:26](=[O:28])[N:25]([CH2:29][C:30]3[CH:31]=[CH:32][C:33]([O:36][CH3:37])=[CH:34][CH:35]=3)[C:24](=[O:38])[N:23]([C:39]3[CH:44]=[CH:43][C:42]([I:45])=[CH:41][C:40]=3[F:46])[C:22]=2[N:21]([CH3:47])[C:20](=[O:48])[CH:19]=1, predict the reactants needed to synthesize it. The reactants are: [F:1][C:2]1[C:7]([CH3:8])=[CH:6][CH:5]=[CH:4][C:3]=1[OH:9].[H-].[Na+].FC(F)(F)S(O[C:18]1[C:27]2[C:26](=[O:28])[N:25]([CH2:29][C:30]3[CH:35]=[CH:34][C:33]([O:36][CH3:37])=[CH:32][CH:31]=3)[C:24](=[O:38])[N:23]([C:39]3[CH:44]=[CH:43][C:42]([I:45])=[CH:41][C:40]=3[F:46])[C:22]=2[N:21]([CH3:47])[C:20](=[O:48])[CH:19]=1)(=O)=O. (4) Given the product [CH2:24]([O:26][C:27](=[O:36])[CH2:28][S:29][C:30]1[S:34][C:33]([NH:35][C:10](=[O:11])[C:9]2[CH:13]=[C:14]([O:16][C:17]3[CH:18]=[CH:19][C:20]([F:23])=[CH:21][CH:22]=3)[CH:15]=[C:7]([O:6][CH:1]3[CH2:5][CH2:4][CH2:3][CH2:2]3)[CH:8]=2)=[N:32][CH:31]=1)[CH3:25], predict the reactants needed to synthesize it. The reactants are: [CH:1]1([O:6][C:7]2[CH:8]=[C:9]([CH:13]=[C:14]([O:16][C:17]3[CH:22]=[CH:21][C:20]([F:23])=[CH:19][CH:18]=3)[CH:15]=2)[C:10](O)=[O:11])[CH2:5][CH2:4][CH2:3][CH2:2]1.[CH2:24]([O:26][C:27](=[O:36])[CH2:28][S:29][C:30]1[S:34][C:33]([NH2:35])=[N:32][CH:31]=1)[CH3:25]. (5) Given the product [CH3:34][S:35][C:36](=[O:38])[NH:24][CH:16]([C:12]1[CH:13]=[CH:14][CH:15]=[C:10]([O:9][CH2:2][C:3]2[CH:4]=[CH:5][CH:6]=[CH:7][CH:8]=2)[CH:11]=1)[C:17]1[C:22]([Cl:23])=[N:21][CH:20]=[CH:19][N:18]=1, predict the reactants needed to synthesize it. The reactants are: Cl.[CH2:2]([O:9][C:10]1[CH:11]=[C:12]([CH:16]([NH2:24])[C:17]2[C:22]([Cl:23])=[N:21][CH:20]=[CH:19][N:18]=2)[CH:13]=[CH:14][CH:15]=1)[C:3]1[CH:8]=[CH:7][CH:6]=[CH:5][CH:4]=1.C(N(CC)C(C)C)(C)C.[CH3:34][S:35][C:36](=[O:38])Cl. (6) The reactants are: [NH2:1][C:2]1[CH:3]=[C:4]([N:8]2[C:13](=[O:14])[C:12]([CH2:15][C:16]3[CH:21]=[CH:20][CH:19]=[CH:18][CH:17]=3)=[N:11][C:10]3[CH:22]=[CH:23][CH:24]=[N:25][C:9]2=3)[CH:5]=[CH:6][CH:7]=1.[C:26]1([N:36]=[C:37]=[O:38])[C:35]2[C:30](=[CH:31][CH:32]=[CH:33][CH:34]=2)[CH:29]=[CH:28][CH:27]=1. Given the product [C:26]1([NH:36][C:37](=[O:38])[NH:1][C:2]2[CH:3]=[C:4]([N:8]3[C:13](=[O:14])[C:12]([CH2:15][C:16]4[CH:21]=[CH:20][CH:19]=[CH:18][CH:17]=4)=[N:11][C:10]4[CH:22]=[CH:23][CH:24]=[N:25][C:9]3=4)[CH:5]=[CH:6][CH:7]=2)[C:35]2[C:30](=[CH:31][CH:32]=[CH:33][CH:34]=2)[CH:29]=[CH:28][CH:27]=1, predict the reactants needed to synthesize it. (7) Given the product [OH:8][CH2:9][C:11]1[N:15]([CH:16]2[CH2:17][CH2:18][N:19]([C:22]([O:24][C:25]([CH3:28])([CH3:27])[CH3:26])=[O:23])[CH2:20][CH2:21]2)[N:14]=[CH:13][CH:12]=1, predict the reactants needed to synthesize it. The reactants are: [H-].[Al+3].[Li+].[H-].[H-].[H-].C[O:8][C:9]([C:11]1[N:15]([CH:16]2[CH2:21][CH2:20][N:19]([C:22]([O:24][C:25]([CH3:28])([CH3:27])[CH3:26])=[O:23])[CH2:18][CH2:17]2)[N:14]=[CH:13][CH:12]=1)=O.